From a dataset of Forward reaction prediction with 1.9M reactions from USPTO patents (1976-2016). Predict the product of the given reaction. Given the reactants [C:1]([CH2:3][C:4]([O:6][CH2:7][CH3:8])=[O:5])#[N:2].I[C:10]1[CH:27]=[CH:26][C:13]([CH2:14][O:15][Si:16]([CH:23]([CH3:25])[CH3:24])([CH:20]([CH3:22])[CH3:21])[CH:17]([CH3:19])[CH3:18])=[CH:12][CH:11]=1.C([O-])([O-])=O.[Cs+].[Cs+].N1C=CC=CC=1C(O)=O, predict the reaction product. The product is: [C:1]([CH:3]([C:10]1[CH:27]=[CH:26][C:13]([CH2:14][O:15][Si:16]([CH:20]([CH3:22])[CH3:21])([CH:23]([CH3:25])[CH3:24])[CH:17]([CH3:18])[CH3:19])=[CH:12][CH:11]=1)[C:4]([O:6][CH2:7][CH3:8])=[O:5])#[N:2].